The task is: Predict the reactants needed to synthesize the given product.. This data is from Full USPTO retrosynthesis dataset with 1.9M reactions from patents (1976-2016). (1) Given the product [F:46][C:24]1[CH:25]=[C:26]([C:29]2([OH:45])[CH2:34][CH2:33][N:32]([C:2]3[CH:3]=[CH:4][C:5]4[N:6]([C:8]([C:11]([F:14])([F:13])[F:12])=[N:9][N:10]=4)[N:7]=3)[CH2:31][CH2:30]2)[CH:27]=[CH:28][C:23]=1[OH:22], predict the reactants needed to synthesize it. The reactants are: Cl[C:2]1[CH:3]=[CH:4][C:5]2[N:6]([C:8]([C:11]([F:14])([F:13])[F:12])=[N:9][N:10]=2)[N:7]=1.C([O:22][C:23]1[CH:28]=[CH:27][C:26]([C:29]2([OH:45])[CH2:34][CH2:33][N:32](C(OCC3C=CC=CC=3)=O)[CH2:31][CH2:30]2)=[CH:25][C:24]=1[F:46])C1C=CC=CC=1. (2) Given the product [Cl:1][C:2]1[N:7]=[C:6]([N:8]([C:24]([O:26][C:27]([CH3:28])([CH3:30])[CH3:29])=[O:25])[N:9]([C:17]([O:19][C:20]([CH3:21])([CH3:22])[CH3:23])=[O:18])[C:10]([O:12][C:13]([CH3:14])([CH3:16])[CH3:15])=[O:11])[C:5]([F:31])=[C:4]([NH:47][CH2:46][CH2:45][C:42]2[CH:43]=[CH:44][S:40][CH:41]=2)[N:3]=1, predict the reactants needed to synthesize it. The reactants are: [Cl:1][C:2]1[N:7]=[C:6]([N:8]([C:24]([O:26][C:27]([CH3:30])([CH3:29])[CH3:28])=[O:25])[N:9]([C:17]([O:19][C:20]([CH3:23])([CH3:22])[CH3:21])=[O:18])[C:10]([O:12][C:13]([CH3:16])([CH3:15])[CH3:14])=[O:11])[C:5]([F:31])=[C:4](Cl)[N:3]=1.C(N(CC)CC)C.[S:40]1[CH:44]=[CH:43][C:42]([CH2:45][CH2:46][NH2:47])=[CH:41]1. (3) Given the product [Br:1][C:2]1[C:7](=[O:8])[N:6]([CH2:21][C:20]2[CH:23]=[CH:24][C:17]([O:16][CH3:15])=[CH:18][CH:19]=2)[C:5]([C:9]([O:11][CH2:12][CH3:13])=[O:10])=[C:4]([Cl:14])[CH:3]=1, predict the reactants needed to synthesize it. The reactants are: [Br:1][C:2]1[C:7](=[O:8])[NH:6][C:5]([C:9]([O:11][CH2:12][CH3:13])=[O:10])=[C:4]([Cl:14])[CH:3]=1.[CH3:15][O:16][C:17]1[CH:24]=[CH:23][C:20]([CH2:21]Cl)=[CH:19][CH:18]=1.C(=O)([O-])[O-].[K+].[K+]. (4) Given the product [Cl:30][C:31]1[CH:36]=[CH:35][C:34]([CH3:37])=[CH:33][C:32]=1[NH:38][C:27]([CH2:26][CH:17]([C:5]1[C:4]([CH:1]2[CH2:2][CH2:3]2)=[C:8]([CH:9]2[CH2:10][CH:11]([CH2:13][CH:14]([CH3:16])[CH3:15])[CH2:12]2)[O:7][N:6]=1)[CH2:18][C:19]([O:21][C:22]([CH3:23])([CH3:24])[CH3:25])=[O:20])=[O:29], predict the reactants needed to synthesize it. The reactants are: [CH:1]1([C:4]2[C:5]([CH:17]([CH2:26][C:27]([O-:29])=O)[CH2:18][C:19]([O:21][C:22]([CH3:25])([CH3:24])[CH3:23])=[O:20])=[N:6][O:7][C:8]=2[CH:9]2[CH2:12][CH:11]([CH2:13][CH:14]([CH3:16])[CH3:15])[CH2:10]2)[CH2:3][CH2:2]1.[Cl:30][C:31]1[CH:36]=[CH:35][C:34]([CH3:37])=[CH:33][C:32]=1[NH2:38].C1C=CC2N(O)N=NC=2C=1.CCN=C=NCCCN(C)C.Cl.C(=O)(O)[O-].[Na+]. (5) Given the product [F:32][C:2]1([F:1])[O:6][C:5]2[CH:7]=[CH:8][C:9]([C:11]3([C:14]([NH:16][C:17]4[N:22]=[C:21]([C:23]5[C:24](=[O:30])[N:25]([CH2:40][C:41]([O:43][CH3:44])=[O:42])[CH:26]=[C:27]([CH3:29])[CH:28]=5)[C:20]([CH3:31])=[CH:19][CH:18]=4)=[O:15])[CH2:13][CH2:12]3)=[CH:10][C:4]=2[O:3]1.[F:32][C:2]1([F:1])[O:6][C:5]2[CH:7]=[CH:8][C:9]([C:11]3([C:14]([NH:16][C:17]4[N:22]=[C:21]([C:23]5[C:24]([O:30][CH2:40][C:41]([O:43][CH3:44])=[O:42])=[N:25][CH:26]=[C:27]([CH3:29])[CH:28]=5)[C:20]([CH3:31])=[CH:19][CH:18]=4)=[O:15])[CH2:13][CH2:12]3)=[CH:10][C:4]=2[O:3]1, predict the reactants needed to synthesize it. The reactants are: [F:1][C:2]1([F:32])[O:6][C:5]2[CH:7]=[CH:8][C:9]([C:11]3([C:14]([NH:16][C:17]4[N:22]=[C:21]([C:23]5[C:24]([OH:30])=[N:25][CH:26]=[C:27]([CH3:29])[CH:28]=5)[C:20]([CH3:31])=[CH:19][CH:18]=4)=[O:15])[CH2:13][CH2:12]3)=[CH:10][C:4]=2[O:3]1.C([O-])([O-])=O.[K+].[K+].Cl[CH2:40][C:41]([O:43][CH3:44])=[O:42]. (6) Given the product [ClH:16].[F:1][CH:2]1[C:7](=[O:8])[CH2:6][CH2:5][NH:4][CH2:3]1, predict the reactants needed to synthesize it. The reactants are: [F:1][CH:2]1[C:7](=[O:8])[CH2:6][CH2:5][N:4](C(OC(C)(C)C)=O)[CH2:3]1.[ClH:16].O1CCOCC1.